From a dataset of Peptide-MHC class I binding affinity with 185,985 pairs from IEDB/IMGT. Regression. Given a peptide amino acid sequence and an MHC pseudo amino acid sequence, predict their binding affinity value. This is MHC class I binding data. (1) The binding affinity (normalized) is 0.399. The MHC is HLA-A33:01 with pseudo-sequence HLA-A33:01. The peptide sequence is ACNKIKGKK. (2) The peptide sequence is FIYSIMETI. The MHC is HLA-A02:02 with pseudo-sequence HLA-A02:02. The binding affinity (normalized) is 0.783. (3) The binding affinity (normalized) is 0.141. The peptide sequence is VFAVLSIVNR. The MHC is HLA-B40:01 with pseudo-sequence HLA-B40:01. (4) The MHC is HLA-A02:02 with pseudo-sequence HLA-A02:02. The peptide sequence is MLIFNVKSKL. The binding affinity (normalized) is 0.445. (5) The peptide sequence is YAQMWSLMYF. The MHC is HLA-A23:01 with pseudo-sequence HLA-A23:01. The binding affinity (normalized) is 0.410. (6) The peptide sequence is IPYLRNYMVI. The MHC is HLA-A31:01 with pseudo-sequence HLA-A31:01. The binding affinity (normalized) is 0.0277.